Dataset: CYP2C19 inhibition data for predicting drug metabolism from PubChem BioAssay. Task: Regression/Classification. Given a drug SMILES string, predict its absorption, distribution, metabolism, or excretion properties. Task type varies by dataset: regression for continuous measurements (e.g., permeability, clearance, half-life) or binary classification for categorical outcomes (e.g., BBB penetration, CYP inhibition). Dataset: cyp2c19_veith. (1) The compound is NC(=O)NC(=O)CSc1nnc(-c2ccco2)n1Cc1ccccc1. The result is 0 (non-inhibitor). (2) The molecule is CCOC(=O)C1=C(c2ccccc2)N=c2s/c(=C\c3ccco3)c(=O)n2C1c1cccs1. The result is 1 (inhibitor).